From a dataset of Peptide-MHC class I binding affinity with 185,985 pairs from IEDB/IMGT. Regression. Given a peptide amino acid sequence and an MHC pseudo amino acid sequence, predict their binding affinity value. This is MHC class I binding data. (1) The peptide sequence is YRLELGDYKLV. The MHC is HLA-B27:05 with pseudo-sequence HLA-B27:05. The binding affinity (normalized) is 0.645. (2) The peptide sequence is HPGSVNEFDF. The binding affinity (normalized) is 0.243. The MHC is HLA-B07:02 with pseudo-sequence HLA-B07:02.